Predict the reactants needed to synthesize the given product. From a dataset of Full USPTO retrosynthesis dataset with 1.9M reactions from patents (1976-2016). (1) Given the product [CH:22]1([CH2:21][C:18]2[N:17]([CH3:28])[C:16](=[O:29])[C:15]([C:12]3[CH:13]=[CH:14][C:9]([OH:8])=[C:10]([F:30])[CH:11]=3)=[CH:20][N:19]=2)[CH2:27][CH2:26][CH2:25][CH2:24][CH2:23]1, predict the reactants needed to synthesize it. The reactants are: C([O:8][C:9]1[CH:14]=[CH:13][C:12]([C:15]2[C:16](=[O:29])[N:17]([CH3:28])[C:18]([CH2:21][CH:22]3[CH2:27][CH2:26][CH2:25][CH2:24][CH2:23]3)=[N:19][CH:20]=2)=[CH:11][C:10]=1[F:30])C1C=CC=CC=1. (2) Given the product [CH2:24]([N:25]1[C:1]([C:2]2[CH:7]=[CH:6][N:5]=[CH:4][CH:3]=2)=[C:9]([C:10]([O:12][CH2:13][CH3:14])=[O:11])[CH:15]=[N:26]1)[CH:23]([CH3:27])[CH3:22], predict the reactants needed to synthesize it. The reactants are: [C:1]([CH2:9][C:10]([O:12][CH2:13][CH3:14])=[O:11])(=O)[C:2]1[CH:7]=[CH:6][N:5]=[CH:4][CH:3]=1.[CH3:15]C(N(C)C)=O.Cl.[CH3:22][CH:23]([CH3:27])[CH2:24][NH:25][NH2:26].C([O-])(=O)C.[Na+].